Task: Predict the reactants needed to synthesize the given product.. Dataset: Full USPTO retrosynthesis dataset with 1.9M reactions from patents (1976-2016) (1) The reactants are: [P:1]([O-:40])([O-:39])([O:3][C:4](C(C)(C)C)(C(C)(C)C)[N:5]1[CH:10]=[CH:9][C:8]([NH:11][C:12](=[O:29])[C:13]2[CH:18]=[CH:17][C:16]([Cl:19])=[CH:15][C:14]=2[O:20][C:21]2[CH:26]=[CH:25][C:24]([F:27])=[CH:23][C:22]=2[CH3:28])=[CH:7][C:6]1=[O:30])=[O:2].CC(O)=O. Given the product [P:1]([OH:40])([OH:39])([O:3][CH2:4][N:5]1[CH:10]=[CH:9][C:8]([NH:11][C:12](=[O:29])[C:13]2[CH:18]=[CH:17][C:16]([Cl:19])=[CH:15][C:14]=2[O:20][C:21]2[CH:26]=[CH:25][C:24]([F:27])=[CH:23][C:22]=2[CH3:28])=[CH:7][C:6]1=[O:30])=[O:2], predict the reactants needed to synthesize it. (2) Given the product [CH2:1]([O:8][C:9]1[CH:10]=[CH:11][C:12]([C:15]2[CH2:18][CH2:19][C:20]([CH3:23])([CH:21]=[O:22])[CH2:17][CH:16]=2)=[CH:13][CH:14]=1)[C:2]1[CH:3]=[CH:4][CH:5]=[CH:6][CH:7]=1, predict the reactants needed to synthesize it. The reactants are: [CH2:1]([O:8][C:9]1[CH:14]=[CH:13][C:12]([C:15](=[CH2:18])[CH:16]=[CH2:17])=[CH:11][CH:10]=1)[C:2]1[CH:7]=[CH:6][CH:5]=[CH:4][CH:3]=1.[CH3:19][C:20](=[CH2:23])[CH:21]=[O:22]. (3) Given the product [NH:1]1[C:5]2[CH:6]=[CH:7][CH:8]=[CH:9][C:4]=2[N:3]=[C:2]1[C:10]([N:12]1[CH2:13][CH:14]([C:16]2[C:17]([N:22]3[CH2:27][CH2:26][C:25]([OH:28])([CH3:32])[CH2:24][CH2:23]3)=[N:18][CH:19]=[CH:20][N:21]=2)[CH2:15]1)=[O:11], predict the reactants needed to synthesize it. The reactants are: [NH:1]1[C:5]2[CH:6]=[CH:7][CH:8]=[CH:9][C:4]=2[N:3]=[C:2]1[C:10]([N:12]1[CH2:15][CH:14]([C:16]2[C:17]([N:22]3[CH2:27][CH2:26][C:25](=[O:28])[CH2:24][CH2:23]3)=[N:18][CH:19]=[CH:20][N:21]=2)[CH2:13]1)=[O:11].C[Mg+].[Br-].[CH3:32]COC(C)=O. (4) Given the product [CH3:252][C:253]([O:255][C@H:212]1[C@H:211]([OH:213])[C@@H:210]([C:214]([OH:216])=[O:215])[O:273][CH:272]=[CH:271]1)=[O:254], predict the reactants needed to synthesize it. The reactants are: Cl.C[C@@H](O)[C@H](NC(CNC([C@@H](NC([C@@H](NC([C@@H](N)CC1N=CNC=1)=O)CO)=O)CCC(N)=O)=O)=O)C(N[C@H](C(N[C@H](C(N[C@H](C(N[C@H](C(N[C@H](C(N[C@H](C(N[C@H](C(N[C@H](C(N[C@H](C(N[C@H](C(N[C@H](C(N[C@H](C(N[C@H](C(N[C@H](C(N[C@H](C(N[C@H](C(N[C@H](C(N[C@H](C(N[C@H](C(N[C@H](C(N[C@H](C(N[C@H](C(N[C@H](C(N[C@H:210]([C:214]([OH:216])=[O:215])[C@H:211]([OH:213])[CH3:212])=O)CC(N)=O)=O)CCSC)=O)CC(C)C)=O)CC1C2C=CC=CC=2NC=1)=O)CCC(N)=O)=O)C(C)C)=O)CC1C=CC=CC=1)=O)CC(O)=O)=O)CCC(N)=O)=O)C)=O)CCCN=C(N)N)=O)CCCN=C(N)N)=O)CO)=O)CC(O)=O)=O)CC(C)C)=O)CC1C=CC(O)=CC=1)=O)CCCCN)=O)CO)=O)CC1C=CC(O)=CC=1)=O)CC(O)=O)=O)CO)=O)[C@H](O)C)=O)CC1C=CC=CC=1)=O.C(O)[C@H]1[O:254][C@H:253]([O:255][C@H]2O[C@H](CO)[C@@H](O)[C@H](O)[C@H]2O)[C@H:252](O)[C@@H](O)[C@@H]1O.[CH2:271](N)[C:272](O)=[O:273]. (5) Given the product [Cl:11][C:12]1[CH:17]=[CH:16][CH:15]=[CH:14][C:13]=1[CH2:18][NH:19][C:20]([NH:10][C:8]1[CH:7]=[CH:6][C:5]2[NH:1][CH:2]=[N:3][C:4]=2[CH:9]=1)=[S:21], predict the reactants needed to synthesize it. The reactants are: [N:1]1[C:5]2[CH:6]=[CH:7][C:8]([NH2:10])=[CH:9][C:4]=2[NH:3][CH:2]=1.[Cl:11][C:12]1[CH:17]=[CH:16][CH:15]=[CH:14][C:13]=1[CH2:18][N:19]=[C:20]=[S:21]. (6) Given the product [O:50]=[C:18]([NH:17][C:14]1[S:15][CH:16]=[C:12]([C:6]2[CH:11]=[CH:10][CH:9]=[CH:8][CH:7]=2)[N:13]=1)[C@@H:19]([NH:42][C:43](=[O:44])[O:45][C:46]([CH3:49])([CH3:48])[CH3:47])[CH2:20][CH2:21][CH2:22][CH2:23][NH:24][S:51](=[O:53])(=[O:52])[NH2:54], predict the reactants needed to synthesize it. The reactants are: C(NCC)C.[C:6]1([C:12]2[N:13]=[C:14]([NH:17][C:18](=[O:50])[C@@H:19]([NH:42][C:43]([O:45][C:46]([CH3:49])([CH3:48])[CH3:47])=[O:44])[CH2:20][CH2:21][CH2:22][CH2:23][NH:24]C(OCC3C4C=CC=CC=4C4C3=CC=CC=4)=O)[S:15][CH:16]=2)[CH:11]=[CH:10][CH:9]=[CH:8][CH:7]=1.[S:51](N)([NH2:54])(=[O:53])=[O:52].O. (7) Given the product [ClH:1].[ClH:1].[N:20]1[CH:21]=[CH:22][CH:23]=[C:18]([N:15]2[CH2:16][CH2:17][C:13]3([NH:9][CH2:10][CH2:11][CH2:12]3)[CH2:14]2)[CH:19]=1, predict the reactants needed to synthesize it. The reactants are: [ClH:1].C([N:9]1[C:13]2([CH2:17][CH2:16][N:15]([C:18]3[CH:19]=[N:20][CH:21]=[CH:22][CH:23]=3)[CH2:14]2)[CH2:12][CH2:11][CH2:10]1)C1C=CC=CC=1.